Predict the reactants needed to synthesize the given product. From a dataset of Full USPTO retrosynthesis dataset with 1.9M reactions from patents (1976-2016). (1) Given the product [Cl:1][C:2]1[C:3]([OH:9])=[CH:4][C:5]([OH:6])=[C:7]([CH:8]=1)[C:10]([OH:12])=[O:11], predict the reactants needed to synthesize it. The reactants are: [Cl:1][C:2]1[CH:8]=[CH:7][C:5]([OH:6])=[CH:4][C:3]=1[OH:9].[C:10](=O)([OH:12])[O-:11].[Na+].Cl. (2) Given the product [OH:37][C@H:32]1[C@H:36]([O:31][C:24]2[CH:25]=[CH:26][CH:27]=[C:28]3[C:23]=2[N:22]=[C:21]([C:18]2[N:15]4[CH:16]=[CH:17][C:12]([O:11][CH2:10][CH2:9][O:8][CH3:7])=[CH:13][C:14]4=[N:20][CH:19]=2)[CH:30]=[CH:29]3)[CH2:35][N:34]([C:38]([O:40][CH2:41][C:42]2[CH:51]=[CH:50][C:49]3[C:44](=[CH:45][CH:46]=[CH:47][CH:48]=3)[CH:43]=2)=[O:39])[CH2:33]1, predict the reactants needed to synthesize it. The reactants are: C([O-])([O-])=O.[Cs+].[Cs+].[CH3:7][O:8][CH2:9][CH2:10][O:11][C:12]1[CH:17]=[CH:16][N:15]2[C:18]([C:21]3[CH:30]=[CH:29][C:28]4[C:23](=[C:24]([OH:31])[CH:25]=[CH:26][CH:27]=4)[N:22]=3)=[CH:19][N:20]=[C:14]2[CH:13]=1.[C@@H:32]12[O:37][C@@H:36]1[CH2:35][N:34]([C:38]([O:40][CH2:41][C:42]1[CH:51]=[CH:50][C:49]3[C:44](=[CH:45][CH:46]=[CH:47][CH:48]=3)[CH:43]=1)=[O:39])[CH2:33]2. (3) Given the product [N:33]1[CH:34]=[CH:35][CH:36]=[C:31]([NH:30][C:38]2[C:51]3[C:50](=[O:52])[C:49]4[C:44](=[C:45]([NH:14][C:13]5[CH:12]=[N:11][CH:10]=[CH:8][CH:7]=5)[CH:46]=[CH:47][CH:48]=4)[C:43](=[O:54])[C:42]=3[CH:41]=[CH:40][CH:39]=2)[CH:32]=1, predict the reactants needed to synthesize it. The reactants are: CC(C)([O-])C.[K+].[CH3:7][CH:8]([CH2:10][N:11]1P2N(CC(C)C)CC[N:14](CCN2CC(C)C)[CH2:13][CH2:12]1)C.[NH2:30][C:31]1[CH:32]=[N:33][CH:34]=[CH:35][CH:36]=1.Cl[C:38]1[C:51]2[C:50](=[O:52])[C:49]3[C:44](=[C:45](Cl)[CH:46]=[CH:47][CH:48]=3)[C:43](=[O:54])[C:42]=2[CH:41]=[CH:40][CH:39]=1.